This data is from NCI-60 drug combinations with 297,098 pairs across 59 cell lines. The task is: Regression. Given two drug SMILES strings and cell line genomic features, predict the synergy score measuring deviation from expected non-interaction effect. (1) Drug 1: CNC(=O)C1=NC=CC(=C1)OC2=CC=C(C=C2)NC(=O)NC3=CC(=C(C=C3)Cl)C(F)(F)F. Drug 2: C1=CC=C(C(=C1)C(C2=CC=C(C=C2)Cl)C(Cl)Cl)Cl. Cell line: HCT116. Synergy scores: CSS=35.8, Synergy_ZIP=12.1, Synergy_Bliss=16.8, Synergy_Loewe=9.50, Synergy_HSA=11.4. (2) Drug 1: CC1=C(C=C(C=C1)NC(=O)C2=CC=C(C=C2)CN3CCN(CC3)C)NC4=NC=CC(=N4)C5=CN=CC=C5. Drug 2: C1CN(CCN1C(=O)CCBr)C(=O)CCBr. Cell line: HS 578T. Synergy scores: CSS=14.4, Synergy_ZIP=-4.60, Synergy_Bliss=-0.316, Synergy_Loewe=1.79, Synergy_HSA=1.94. (3) Cell line: SNB-19. Drug 2: CC12CCC3C(C1CCC2O)C(CC4=C3C=CC(=C4)O)CCCCCCCCCS(=O)CCCC(C(F)(F)F)(F)F. Drug 1: CCC(=C(C1=CC=CC=C1)C2=CC=C(C=C2)OCCN(C)C)C3=CC=CC=C3.C(C(=O)O)C(CC(=O)O)(C(=O)O)O. Synergy scores: CSS=1.73, Synergy_ZIP=0.111, Synergy_Bliss=1.82, Synergy_Loewe=-0.614, Synergy_HSA=-0.00383. (4) Drug 1: CNC(=O)C1=CC=CC=C1SC2=CC3=C(C=C2)C(=NN3)C=CC4=CC=CC=N4. Drug 2: CCC1=CC2CC(C3=C(CN(C2)C1)C4=CC=CC=C4N3)(C5=C(C=C6C(=C5)C78CCN9C7C(C=CC9)(C(C(C8N6C)(C(=O)OC)O)OC(=O)C)CC)OC)C(=O)OC.C(C(C(=O)O)O)(C(=O)O)O. Cell line: UACC62. Synergy scores: CSS=50.8, Synergy_ZIP=9.93, Synergy_Bliss=9.69, Synergy_Loewe=0.0644, Synergy_HSA=10.8. (5) Drug 1: CC1=C(C(CCC1)(C)C)C=CC(=CC=CC(=CC(=O)O)C)C. Cell line: HCT116. Synergy scores: CSS=2.39, Synergy_ZIP=1.05, Synergy_Bliss=5.16, Synergy_Loewe=0.966, Synergy_HSA=1.61. Drug 2: COC1=C2C(=CC3=C1OC=C3)C=CC(=O)O2. (6) Drug 1: COC1=CC(=CC(=C1O)OC)C2C3C(COC3=O)C(C4=CC5=C(C=C24)OCO5)OC6C(C(C7C(O6)COC(O7)C8=CC=CS8)O)O. Drug 2: B(C(CC(C)C)NC(=O)C(CC1=CC=CC=C1)NC(=O)C2=NC=CN=C2)(O)O. Cell line: A498. Synergy scores: CSS=28.9, Synergy_ZIP=-8.14, Synergy_Bliss=-6.02, Synergy_Loewe=-3.07, Synergy_HSA=-2.87. (7) Drug 1: CC1=C2C(C(=O)C3(C(CC4C(C3C(C(C2(C)C)(CC1OC(=O)C(C(C5=CC=CC=C5)NC(=O)OC(C)(C)C)O)O)OC(=O)C6=CC=CC=C6)(CO4)OC(=O)C)OC)C)OC. Drug 2: C1CCN(CC1)CCOC2=CC=C(C=C2)C(=O)C3=C(SC4=C3C=CC(=C4)O)C5=CC=C(C=C5)O. Synergy scores: CSS=54.5, Synergy_ZIP=11.9, Synergy_Bliss=13.3, Synergy_Loewe=-15.0, Synergy_HSA=12.9. Cell line: SNB-19. (8) Drug 1: C1=NC2=C(N=C(N=C2N1C3C(C(C(O3)CO)O)O)F)N. Drug 2: CCCCCOC(=O)NC1=NC(=O)N(C=C1F)C2C(C(C(O2)C)O)O. Cell line: OVCAR3. Synergy scores: CSS=-5.54, Synergy_ZIP=3.39, Synergy_Bliss=1.52, Synergy_Loewe=-4.89, Synergy_HSA=-4.93. (9) Drug 1: CC1CCC2CC(C(=CC=CC=CC(CC(C(=O)C(C(C(=CC(C(=O)CC(OC(=O)C3CCCCN3C(=O)C(=O)C1(O2)O)C(C)CC4CCC(C(C4)OC)OCCO)C)C)O)OC)C)C)C)OC. Drug 2: C1=NNC2=C1C(=O)NC=N2. Cell line: ACHN. Synergy scores: CSS=-5.52, Synergy_ZIP=0.338, Synergy_Bliss=1.46, Synergy_Loewe=-6.40, Synergy_HSA=-2.55.